Dataset: Forward reaction prediction with 1.9M reactions from USPTO patents (1976-2016). Task: Predict the product of the given reaction. (1) Given the reactants [F:1][C:2]1([C:8]2[CH:17]=[CH:16][CH:15]=[C:14]3[C:9]=2[CH:10]=[CH:11][CH:12]=[N:13]3)[CH2:7][CH2:6][NH:5][CH2:4][CH2:3]1.O=[CH:19][CH2:20][C:21]1[C:30]2[O:29][CH2:28][C:27]3=[C:31]([C:34]([O:36][CH2:37][CH3:38])=[O:35])[N:32]=[CH:33][N:26]3[C:25]=2[CH:24]=[CH:23][CH:22]=1.C(O[BH-](OC(=O)C)OC(=O)C)(=O)C.[Na+].[Cl:53]CCCl, predict the reaction product. The product is: [ClH:53].[ClH:53].[F:1][C:2]1([C:8]2[CH:17]=[CH:16][CH:15]=[C:14]3[C:9]=2[CH:10]=[CH:11][CH:12]=[N:13]3)[CH2:3][CH2:4][N:5]([CH2:19][CH2:20][C:21]2[C:30]3[O:29][CH2:28][C:27]4=[C:31]([C:34]([O:36][CH2:37][CH3:38])=[O:35])[N:32]=[CH:33][N:26]4[C:25]=3[CH:24]=[CH:23][CH:22]=2)[CH2:6][CH2:7]1. (2) The product is: [Cl:1][C:2]1[CH:27]=[C:26]([O:28][CH3:29])[CH:25]=[CH:24][C:3]=1[O:4][C:5]1[CH:10]=[CH:9][CH:8]=[CH:7][C:6]=1[NH:11][S:12]([C:15]1[CH:16]=[CH:17][C:18]([C:19]([NH:45][C@H:42]2[CH2:43][CH2:44][C@H:39]([CH2:38][CH2:37][N:32]3[CH2:36][CH2:35][CH2:34][CH2:33]3)[CH2:40][CH2:41]2)=[O:20])=[CH:22][CH:23]=1)(=[O:13])=[O:14]. Given the reactants [Cl:1][C:2]1[CH:27]=[C:26]([O:28][CH3:29])[CH:25]=[CH:24][C:3]=1[O:4][C:5]1[CH:10]=[CH:9][CH:8]=[CH:7][C:6]=1[NH:11][S:12]([C:15]1[CH:23]=[CH:22][C:18]([C:19](O)=[O:20])=[CH:17][CH:16]=1)(=[O:14])=[O:13].Cl.Cl.[N:32]1([CH2:37][CH2:38][C@H:39]2[CH2:44][CH2:43][C@H:42]([NH2:45])[CH2:41][CH2:40]2)[CH2:36][CH2:35][CH2:34][CH2:33]1, predict the reaction product. (3) Given the reactants [C:1]1([CH3:18])[CH:6]=[CH:5][C:4]([C:7](=O)[C:8]([C:10]2[CH:15]=[CH:14][C:13]([CH3:16])=[CH:12][CH:11]=2)=O)=[CH:3][CH:2]=1.[Cl:19][C:20]1[CH:21]=[C:22]([NH2:27])[C:23]([NH2:26])=[N:24][CH:25]=1.C1(C2N=C3CCCN(CCC/C=C/CC(O)=O)C3=NC=2C2C=CC=CC=2)C=CC=CC=1, predict the reaction product. The product is: [Cl:19][C:20]1[CH:25]=[N:24][C:23]2=[N:26][C:8]([C:10]3[CH:15]=[CH:14][C:13]([CH3:16])=[CH:12][CH:11]=3)=[C:7]([C:4]3[CH:5]=[CH:6][C:1]([CH3:18])=[CH:2][CH:3]=3)[N:27]=[C:22]2[CH:21]=1. (4) Given the reactants [CH:1]1([C:7]2[C:8]3[CH:9]=[CH:10][C:11]([C:36]([O:38]C)=[O:37])=[CH:12][C:13]=3[N:14]3[CH2:20][CH:19]([C:21]([NH:23][CH:24]4[CH2:29][CH2:28][O:27][CH2:26][CH2:25]4)=[O:22])[CH2:18][C:17]4[CH:30]=[C:31]([O:34][CH3:35])[CH:32]=[CH:33][C:16]=4[C:15]=23)[CH2:6][CH2:5][CH2:4][CH2:3][CH2:2]1.CI.[H-].[Na+].[CH3:44]NC(N)=O, predict the reaction product. The product is: [CH:1]1([C:7]2[C:8]3[CH:9]=[CH:10][C:11]([C:36]([OH:38])=[O:37])=[CH:12][C:13]=3[N:14]3[CH2:20][CH:19]([C:21]([N:23]([CH3:44])[CH:24]4[CH2:25][CH2:26][O:27][CH2:28][CH2:29]4)=[O:22])[CH2:18][C:17]4[CH:30]=[C:31]([O:34][CH3:35])[CH:32]=[CH:33][C:16]=4[C:15]=23)[CH2:2][CH2:3][CH2:4][CH2:5][CH2:6]1. (5) Given the reactants [F:1][C:2]1[CH:7]=[CH:6][CH:5]=[CH:4][C:3]=1[C:8]1[N:16]=[C:11]2[CH:12]=[N:13][NH:14][CH:15]=[C:10]2[N:9]=1.Cl[CH2:18][C:19]1[O:23][N:22]=[C:21]([C:24]2[CH:29]=[CH:28][CH:27]=[C:26]([O:30][CH2:31][CH2:32][CH3:33])[CH:25]=2)[CH:20]=1, predict the reaction product. The product is: [F:1][C:2]1[CH:7]=[CH:6][CH:5]=[CH:4][C:3]=1[C:8]1[N:16]=[C:11]2[CH:12]=[N:13][N:14]([CH2:18][C:19]3[O:23][N:22]=[C:21]([C:24]4[CH:29]=[CH:28][CH:27]=[C:26]([O:30][CH2:31][CH2:32][CH3:33])[CH:25]=4)[CH:20]=3)[CH:15]=[C:10]2[N:9]=1. (6) Given the reactants FC(F)(F)C(O)=O.[CH2:8]([N:11]1[C:19]2[C:18](=[O:20])[N:17]([CH2:21][C:22]3([OH:28])[CH2:27][CH2:26][NH:25][CH2:24][CH2:23]3)[CH:16]=[N:15][C:14]=2[CH:13]=[CH:12]1)[CH:9]=[CH2:10].[C:29]1([C@H:35]([CH3:40])[CH2:36][C:37](O)=[O:38])[CH:34]=[CH:33][CH:32]=[CH:31][CH:30]=1.CN(C(ON1N=NC2C=CC=NC1=2)=[N+](C)C)C.F[P-](F)(F)(F)(F)F.CCN(C(C)C)C(C)C, predict the reaction product. The product is: [CH2:8]([N:11]1[C:19]2[C:18](=[O:20])[N:17]([CH2:21][C:22]3([OH:28])[CH2:27][CH2:26][N:25]([C:37](=[O:38])[CH2:36][C@H:35]([C:29]4[CH:34]=[CH:33][CH:32]=[CH:31][CH:30]=4)[CH3:40])[CH2:24][CH2:23]3)[CH:16]=[N:15][C:14]=2[CH:13]=[CH:12]1)[CH:9]=[CH2:10]. (7) The product is: [CH3:18][C:19]1[C:23]([C:9]2[CH:8]=[CH:7][N:6]=[C:5]3[NH:1][CH:2]=[CH:3][C:4]=23)=[C:22]([CH3:27])[O:21][N:20]=1. Given the reactants [NH:1]1[C:5]2=[N:6][CH:7]=[CH:8][C:9](OS(C(F)(F)F)(=O)=O)=[C:4]2[CH:3]=[CH:2]1.[CH3:18][C:19]1[C:23](B(O)O)=[C:22]([CH3:27])[O:21][N:20]=1.C(=O)(O)[O-].[Na+], predict the reaction product. (8) Given the reactants [CH:1]1([Ru:6][CH:7]2[CH:11]=[CH:10][CH:9]=[CH:8]2)[CH:5]=[CH:4][CH:3]=[CH:2]1.[Cl-].[Al+3].[Cl-].[Cl-].[CH2:16](O)[CH2:17][CH3:18], predict the reaction product. The product is: [CH2:16]([Ru:6]([CH:1]1[CH:2]=[CH:3][CH:4]=[CH:5]1)[CH:7]1[CH:11]=[CH:10][CH:9]=[CH:8]1)[CH2:17][CH3:18]. (9) Given the reactants [CH:1]1([N:4]2[C:13]3[C:8](=[CH:9][C:10]([F:17])=[C:11]([F:16])[C:12]=3[O:14]C)[C:7](=[O:18])[C:6]([C:19]([O:21]CC)=[O:20])=[CH:5]2)[CH2:3][CH2:2]1, predict the reaction product. The product is: [CH:1]1([N:4]2[C:13]3[C:8](=[CH:9][C:10]([F:17])=[C:11]([F:16])[C:12]=3[OH:14])[C:7](=[O:18])[C:6]([C:19]([OH:21])=[O:20])=[CH:5]2)[CH2:2][CH2:3]1.